Predict the reaction yield, written as a fraction of the theoretical maximum amount of product (1.0 means a 100% yield; for example, 0.34 means a 34% yield). From a dataset of Reaction yield outcomes from USPTO patents with 853,638 reactions. (1) The reactants are NC(N)=S.[CH3:5][N:6]([CH3:19])[S:7]([C:10]1[C:15]([Cl:16])=[CH:14][CH:13]=[C:12]([NH2:17])[C:11]=1[OH:18])(=[O:9])=[O:8].[F:20][C:21]([F:32])([F:31])[C:22]1[CH:27]=[CH:26][CH:25]=[CH:24][C:23]=1[N:28]=[C:29]=[S:30]. No catalyst specified. The product is [Cl:16][C:15]1[CH:14]=[CH:13][C:12]([NH:17][C:29]([NH:28][C:23]2[CH:24]=[CH:25][CH:26]=[CH:27][C:22]=2[C:21]([F:20])([F:31])[F:32])=[S:30])=[C:11]([OH:18])[C:10]=1[S:7]([N:6]([CH3:19])[CH3:5])(=[O:9])=[O:8]. The yield is 0.520. (2) The reactants are [Cl:1][C:2]1[CH:7]=[CH:6][CH:5]=[CH:4][C:3]=1[C:8]1[C:9]2[CH:21]=[CH:20][C:19](=[O:22])[N:18]([C:23]3[CH:28]=[CH:27][CH:26]=[CH:25][C:24]=3[Cl:29])[C:10]=2[N:11]=[C:12](S(C)(=O)=O)[N:13]=1.[CH3:30][N:31]([CH3:35])[CH2:32][CH2:33][NH2:34]. No catalyst specified. The product is [Cl:1][C:2]1[CH:7]=[CH:6][CH:5]=[CH:4][C:3]=1[C:8]1[C:9]2[CH:21]=[CH:20][C:19](=[O:22])[N:18]([C:23]3[CH:28]=[CH:27][CH:26]=[CH:25][C:24]=3[Cl:29])[C:10]=2[N:11]=[C:12]([NH:34][CH2:33][CH2:32][N:31]([CH3:35])[CH3:30])[N:13]=1. The yield is 0.840. (3) The product is [CH3:7][O:8][C:9]1[CH:16]=[CH:15][C:12]([CH2:13][S:6][CH2:5][CH2:4][NH2:3])=[CH:11][CH:10]=1. The yield is 0.950. The reactants are [Na].Cl.[NH2:3][CH2:4][CH2:5][SH:6].[CH3:7][O:8][C:9]1[CH:16]=[CH:15][C:12]([CH2:13]Cl)=[CH:11][CH:10]=1.[Cl-].[Na+]. The catalyst is C(Cl)Cl.CO. (4) The product is [NH2:23][C:12]1[CH:11]=[CH:10][C:9]([O:8][CH2:1][C:2]2[CH:3]=[CH:4][CH:5]=[CH:6][CH:7]=2)=[CH:14][C:13]=1[S:15][C:16]1[CH:17]=[CH:18][C:19]([OH:22])=[CH:20][CH:21]=1. The yield is 0.950. The reactants are [CH2:1]([O:8][C:9]1[CH:10]=[CH:11][C:12]([N+:23]([O-])=O)=[C:13]([S:15][C:16]2[CH:21]=[CH:20][C:19]([OH:22])=[CH:18][CH:17]=2)[CH:14]=1)[C:2]1[CH:7]=[CH:6][CH:5]=[CH:4][CH:3]=1.[Cl-].[NH4+]. The catalyst is O1CCCC1.CO.O.[Fe]. (5) The reactants are [NH2:1][C:2]1[CH:7]=[CH:6][C:5]([CH2:8][C:9]([O:11][C:12]([CH3:15])([CH3:14])[CH3:13])=[O:10])=[CH:4][C:3]=1[CH3:16].[Cl:17][C:18]1[CH:23]=[CH:22][CH:21]=[C:20]([Cl:24])[C:19]=1[N:25]=[C:26]=[O:27].CCN(CC)CC. The catalyst is C1COCC1. The product is [Cl:17][C:18]1[CH:23]=[CH:22][CH:21]=[C:20]([Cl:24])[C:19]=1[NH:25][C:26](=[O:27])[NH:1][C:2]1[CH:7]=[CH:6][C:5]([CH2:8][C:9]([O:11][C:12]([CH3:13])([CH3:15])[CH3:14])=[O:10])=[CH:4][C:3]=1[CH3:16]. The yield is 0.740. (6) The reactants are FC(F)(F)C1ON=C(C2SC(C(O)=O)=CC=2)C=1C.ClC1C=CN=CC=1NC(C1SC(C2C(C)=C(C(F)(F)F)ON=2)=CC=1)=O.[CH3:44][NH:45][C:46]([C@@H:48]1[CH2:53][CH2:52][CH2:51][N:50]([C:54]([C:56]2[S:57][C:58]([C:61]3[C:65]([CH3:66])=[C:64]([C:67]([F:70])([F:69])[F:68])[O:63][N:62]=3)=[CH:59][CH:60]=2)=[O:55])[CH2:49]1)=[O:47]. No catalyst specified. The product is [CH3:44][NH:45][C:46]([C@H:48]1[CH2:53][CH2:52][CH2:51][N:50]([C:54]([C:56]2[S:57][C:58]([C:61]3[C:65]([CH3:66])=[C:64]([C:67]([F:69])([F:70])[F:68])[O:63][N:62]=3)=[CH:59][CH:60]=2)=[O:55])[CH2:49]1)=[O:47]. The yield is 0.810. (7) The reactants are [NH:1]1[CH:5]=[CH:4][NH:3][C:2]1=[O:6].[N+](C1C=CC=CC=1[C:12](Cl)=[O:13])([O-])=O.[N+:19]([C:22]1[CH:27]=[CH:26][CH:25]=[CH:24][CH:23]=1)([O-:21])=[O:20]. The catalyst is [Al+3].[Cl-].[Cl-].[Cl-]. The product is [N+:19]([C:22]1[CH:27]=[CH:26][C:25]([C:12]([N:1]2[CH:5]=[CH:4][NH:3][C:2]2=[O:6])=[O:13])=[CH:24][CH:23]=1)([O-:21])=[O:20]. The yield is 0.450. (8) The reactants are [CH:1]1([C:4]2[O:5][C:6]3[C:7](=[C:9]([C:20]#[N:21])[C:10]([CH3:19])=[C:11]([N:14]4[CH:18]=[CH:17][CH:16]=[CH:15]4)[C:12]=3F)[N:8]=2)[CH2:3][CH2:2]1.C(N(CC)CC)C.[CH3:29][N:30]([CH3:36])[C@H:31]1[CH2:35][CH2:34][NH:33][CH2:32]1.C(=O)([O-])O.[Na+]. The catalyst is CS(C)=O.C(OCC)(=O)C. The product is [CH:1]1([C:4]2[O:5][C:6]3[C:7](=[C:9]([C:20]#[N:21])[C:10]([CH3:19])=[C:11]([N:14]4[CH:18]=[CH:17][CH:16]=[CH:15]4)[C:12]=3[N:33]3[CH2:34][CH2:35][C@H:31]([N:30]([CH3:36])[CH3:29])[CH2:32]3)[N:8]=2)[CH2:3][CH2:2]1. The yield is 0.710.